From a dataset of NCI-60 drug combinations with 297,098 pairs across 59 cell lines. Regression. Given two drug SMILES strings and cell line genomic features, predict the synergy score measuring deviation from expected non-interaction effect. Drug 1: CN1C(=O)N2C=NC(=C2N=N1)C(=O)N. Drug 2: C1CC(CCC1OC2=C(C(=CC=C2)Cl)F)(CC3=NC(=CC=C3)NC4=NC=CS4)C(=O)O. Cell line: T-47D. Synergy scores: CSS=4.79, Synergy_ZIP=9.12, Synergy_Bliss=8.42, Synergy_Loewe=-14.3, Synergy_HSA=-3.43.